Dataset: NCI-60 drug combinations with 297,098 pairs across 59 cell lines. Task: Regression. Given two drug SMILES strings and cell line genomic features, predict the synergy score measuring deviation from expected non-interaction effect. (1) Drug 1: CC1=C2C(C(=O)C3(C(CC4C(C3C(C(C2(C)C)(CC1OC(=O)C(C(C5=CC=CC=C5)NC(=O)OC(C)(C)C)O)O)OC(=O)C6=CC=CC=C6)(CO4)OC(=O)C)OC)C)OC. Drug 2: C1CCC(C(C1)N)N.C(=O)(C(=O)[O-])[O-].[Pt+4]. Cell line: SW-620. Synergy scores: CSS=44.7, Synergy_ZIP=-7.14, Synergy_Bliss=-10.2, Synergy_Loewe=-5.73, Synergy_HSA=-3.56. (2) Drug 1: C1=CC(=CC=C1CCCC(=O)O)N(CCCl)CCCl. Drug 2: CC1=C(C(=O)C2=C(C1=O)N3CC4C(C3(C2COC(=O)N)OC)N4)N. Cell line: UO-31. Synergy scores: CSS=12.6, Synergy_ZIP=-7.58, Synergy_Bliss=-4.77, Synergy_Loewe=-3.65, Synergy_HSA=-2.32. (3) Drug 1: C1=CC(=CC=C1CC(C(=O)O)N)N(CCCl)CCCl.Cl. Drug 2: C1=CC=C(C(=C1)C(C2=CC=C(C=C2)Cl)C(Cl)Cl)Cl. Cell line: M14. Synergy scores: CSS=1.76, Synergy_ZIP=-0.756, Synergy_Bliss=-1.20, Synergy_Loewe=-3.59, Synergy_HSA=-3.89. (4) Drug 1: C1C(C(OC1N2C=NC3=C2NC=NCC3O)CO)O. Drug 2: CC1CCCC2(C(O2)CC(NC(=O)CC(C(C(=O)C(C1O)C)(C)C)O)C(=CC3=CSC(=N3)C)C)C. Cell line: KM12. Synergy scores: CSS=26.4, Synergy_ZIP=3.48, Synergy_Bliss=-6.22, Synergy_Loewe=-34.0, Synergy_HSA=-12.0.